Dataset: Reaction yield outcomes from USPTO patents with 853,638 reactions. Task: Predict the reaction yield, written as a fraction of the theoretical maximum amount of product (1.0 means a 100% yield; for example, 0.34 means a 34% yield). (1) The reactants are [NH2:1][C:2]1[N:7]=[CH:6][C:5]([C:8]2[CH:9]=[C:10]([NH2:19])[C:11]([NH:14][C:15]([CH3:18])([CH3:17])[CH3:16])=[CH:12][CH:13]=2)=[CH:4][N:3]=1.[CH3:20][O:21][C:22]1[CH:23]=[CH:24][C:25]([C:30]2[S:34][N:33]=[C:32]([CH3:35])[N:31]=2)=[C:26]([CH:29]=1)[CH:27]=O.O.C([O-])(O)=O.[Na+]. The catalyst is C(O)(=O)C. The product is [C:15]([N:14]1[C:11]2[CH:12]=[CH:13][C:8]([C:5]3[CH:4]=[N:3][C:2]([NH2:1])=[N:7][CH:6]=3)=[CH:9][C:10]=2[N:19]=[C:27]1[C:26]1[CH:29]=[C:22]([O:21][CH3:20])[CH:23]=[CH:24][C:25]=1[C:30]1[S:34][N:33]=[C:32]([CH3:35])[N:31]=1)([CH3:16])([CH3:18])[CH3:17]. The yield is 0.200. (2) The catalyst is C(O)(C)(C)C. The reactants are [C:1]([O:5][C:6]([N:8]1[CH2:13][CH2:12][N+:11]([O-:42])([CH2:14][CH2:15][N:16]2[C:21]3[N:22]=[C:23](S(C)=O)[N:24]=[CH:25][C:20]=3[CH:19]=[C:18]([C:29]3[C:34]([Cl:35])=[C:33]([O:36][CH3:37])[CH:32]=[C:31]([O:38][CH3:39])[C:30]=3[Cl:40])[C:17]2=[O:41])[CH2:10][CH2:9]1)=[O:7])([CH3:4])([CH3:3])[CH3:2].[CH3:43][NH2:44]. The product is [C:1]([O:5][C:6]([N:8]1[CH2:13][CH2:12][N+:11]([O-:42])([CH2:14][CH2:15][N:16]2[C:21]3[N:22]=[C:23]([NH:44][CH3:43])[N:24]=[CH:25][C:20]=3[CH:19]=[C:18]([C:29]3[C:34]([Cl:35])=[C:33]([O:36][CH3:37])[CH:32]=[C:31]([O:38][CH3:39])[C:30]=3[Cl:40])[C:17]2=[O:41])[CH2:10][CH2:9]1)=[O:7])([CH3:4])([CH3:3])[CH3:2]. The yield is 0.840.